Dataset: Reaction yield outcomes from USPTO patents with 853,638 reactions. Task: Predict the reaction yield, written as a fraction of the theoretical maximum amount of product (1.0 means a 100% yield; for example, 0.34 means a 34% yield). (1) The reactants are [F:1][C:2]1[C:3]([N:13]2[CH2:18][CH2:17][N:16]([CH2:19][CH2:20][C:21]3[CH:22]=[C:23]([CH:25]=[CH:26][CH:27]=3)[NH2:24])[CH2:15][CH2:14]2)=[C:4]2[C:9](=[CH:10][CH:11]=1)[N:8]=[C:7]([CH3:12])[CH:6]=[CH:5]2.[C:28](Cl)(=[O:30])[CH3:29]. No catalyst specified. The product is [F:1][C:2]1[C:3]([N:13]2[CH2:14][CH2:15][N:16]([CH2:19][CH2:20][C:21]3[CH:22]=[C:23]([NH:24][C:28](=[O:30])[CH3:29])[CH:25]=[CH:26][CH:27]=3)[CH2:17][CH2:18]2)=[C:4]2[C:9](=[CH:10][CH:11]=1)[N:8]=[C:7]([CH3:12])[CH:6]=[CH:5]2. The yield is 0.780. (2) The product is [F:1][C:2]1[CH:7]=[C:6]([C:8]([F:11])([F:9])[F:10])[CH:5]=[CH:4][C:3]=1[CH:12]1[CH2:17][C:16](=[O:18])[N:15]([CH3:19])[C:14]([CH3:20])=[C:13]1[C:21]([NH:24][C:25]1[CH:26]=[C:27]2[C:31](=[CH:32][CH:33]=1)[NH:30][N:29]=[C:28]2[CH3:34])=[O:22]. The catalyst is CN(C=O)C.CCOC(C)=O.Cl. The reactants are [F:1][C:2]1[CH:7]=[C:6]([C:8]([F:11])([F:10])[F:9])[CH:5]=[CH:4][C:3]=1[CH:12]1[CH2:17][C:16](=[O:18])[N:15]([CH3:19])[C:14]([CH3:20])=[C:13]1[C:21](O)=[O:22].[NH2:24][C:25]1[CH:26]=[C:27]2[C:31](=[CH:32][CH:33]=1)[NH:30][N:29]=[C:28]2[CH3:34].C(Cl)CCl.CCN(CC)CC. The yield is 0.230. (3) The yield is 0.320. The catalyst is CC(N(C)C)=O. The product is [CH:1]1([N:7]2[C:12]([OH:13])=[C:11]([C:14]([NH:16][CH2:17][C:18]([OH:20])=[O:19])=[O:15])[C:10](=[O:23])[N:9]([CH2:34][C:33]3[CH:36]=[CH:37][CH:38]=[C:39]([F:40])[C:32]=3[F:31])[C:8]2=[O:24])[CH2:2][CH2:3][CH2:4][CH2:5][CH2:6]1. The reactants are [CH:1]1([N:7]2[C:12]([OH:13])=[C:11]([C:14]([NH:16][CH2:17][C:18]([O:20]CC)=[O:19])=[O:15])[C:10](=[O:23])[NH:9][C:8]2=[O:24])[CH2:6][CH2:5][CH2:4][CH2:3][CH2:2]1.C(=O)([O-])[O-].[K+].[K+].[F:31][C:32]1[C:39]([F:40])=[CH:38][CH:37]=[CH:36][C:33]=1[CH2:34]Br.Cl. (4) The reactants are [CH:1]([O:4][C:5]1[CH:9]=[C:8]([C:10](OCC)=[O:11])[N:7]([CH2:15][C:16]2[CH:25]=[CH:24][C:23]3[C:18](=[CH:19][CH:20]=[CH:21][CH:22]=3)[N:17]=2)[N:6]=1)([CH3:3])[CH3:2].[H-].C([Al+]CC(C)C)C(C)C.C(O)C.[Cl-].[NH4+]. The catalyst is O1CCCC1.C1(C)C=CC=CC=1. The product is [CH:1]([O:4][C:5]1[CH:9]=[C:8]([CH2:10][OH:11])[N:7]([CH2:15][C:16]2[CH:25]=[CH:24][C:23]3[C:18](=[CH:19][CH:20]=[CH:21][CH:22]=3)[N:17]=2)[N:6]=1)([CH3:3])[CH3:2]. The yield is 0.620. (5) The reactants are Br[C:2]1[CH:3]=[CH:4][C:5]2[NH:6][C:7]3[C:12]([C:13]=2[CH:14]=1)=[CH:11][CH:10]=[CH:9][CH:8]=3.[C:15]([Cu])#[N:16].CN(C=O)C. The catalyst is O. The product is [CH:4]1[C:5]2[NH:6][C:7]3[C:12](=[CH:11][CH:10]=[CH:9][CH:8]=3)[C:13]=2[CH:14]=[C:2]([C:15]#[N:16])[CH:3]=1. The yield is 0.556. (6) The reactants are [NH2:1][C:2]1[S:3][C:4]2[C:10]([C:11]3[CH:16]=[CH:15][CH:14]=[CH:13][CH:12]=3)=[CH:9][CH:8]=[C:7]([O:17][CH3:18])[C:5]=2[N:6]=1.Cl[C:20]([O:22][CH2:23][C:24]1[CH:29]=[CH:28][CH:27]=[CH:26][CH:25]=1)=[O:21]. The catalyst is N1C=CC=CC=1. The product is [CH2:23]([O:22][C:20](=[O:21])[NH:1][C:2]1[S:3][C:4]2[C:10]([C:11]3[CH:16]=[CH:15][CH:14]=[CH:13][CH:12]=3)=[CH:9][CH:8]=[C:7]([O:17][CH3:18])[C:5]=2[N:6]=1)[C:24]1[CH:29]=[CH:28][CH:27]=[CH:26][CH:25]=1. The yield is 0.790. (7) The reactants are Br[C:2]1[CH:3]=[C:4]([N:13]([CH2:20][CH3:21])[CH:14]2[CH2:19][CH2:18][O:17][CH2:16][CH2:15]2)[C:5]([CH3:12])=[C:6]([CH:11]=1)[C:7]([O:9][CH3:10])=[O:8].[C:22]([CH:24]1[CH2:29][CH2:28][N:27]([C:30]([O:32][C:33]([CH3:36])([CH3:35])[CH3:34])=[O:31])[CH2:26][CH2:25]1)#[CH:23].C(N(CC)CC)C. The catalyst is CN(C=O)C.[Cu]I.C1C=CC([P]([Pd]([P](C2C=CC=CC=2)(C2C=CC=CC=2)C2C=CC=CC=2)([P](C2C=CC=CC=2)(C2C=CC=CC=2)C2C=CC=CC=2)[P](C2C=CC=CC=2)(C2C=CC=CC=2)C2C=CC=CC=2)(C2C=CC=CC=2)C2C=CC=CC=2)=CC=1. The product is [CH2:20]([N:13]([CH:14]1[CH2:19][CH2:18][O:17][CH2:16][CH2:15]1)[C:4]1[CH:3]=[C:2]([C:23]#[C:22][CH:24]2[CH2:25][CH2:26][N:27]([C:30]([O:32][C:33]([CH3:36])([CH3:35])[CH3:34])=[O:31])[CH2:28][CH2:29]2)[CH:11]=[C:6]([C:7]([O:9][CH3:10])=[O:8])[C:5]=1[CH3:12])[CH3:21]. The yield is 0.980.